From a dataset of NCI-60 drug combinations with 297,098 pairs across 59 cell lines. Regression. Given two drug SMILES strings and cell line genomic features, predict the synergy score measuring deviation from expected non-interaction effect. (1) Drug 2: CC1=C2C(C(=O)C3(C(CC4C(C3C(C(C2(C)C)(CC1OC(=O)C(C(C5=CC=CC=C5)NC(=O)OC(C)(C)C)O)O)OC(=O)C6=CC=CC=C6)(CO4)OC(=O)C)O)C)O. Cell line: BT-549. Synergy scores: CSS=1.19, Synergy_ZIP=-2.70, Synergy_Bliss=-2.13, Synergy_Loewe=-2.77, Synergy_HSA=-2.66. Drug 1: C1=NC2=C(N=C(N=C2N1C3C(C(C(O3)CO)O)O)F)N. (2) Drug 1: CC(C1=C(C=CC(=C1Cl)F)Cl)OC2=C(N=CC(=C2)C3=CN(N=C3)C4CCNCC4)N. Drug 2: CCCCCOC(=O)NC1=NC(=O)N(C=C1F)C2C(C(C(O2)C)O)O. Cell line: K-562. Synergy scores: CSS=24.2, Synergy_ZIP=2.78, Synergy_Bliss=2.12, Synergy_Loewe=-29.5, Synergy_HSA=0.929.